From a dataset of Retrosynthesis with 50K atom-mapped reactions and 10 reaction types from USPTO. Predict the reactants needed to synthesize the given product. (1) Given the product CCC(CC)COc1cc(Br)c(C)c(N2CCN(C(=O)OC(C)(C)C)CC2)c1, predict the reactants needed to synthesize it. The reactants are: CC(C)(C)OC(=O)N1CCNCC1.CCC(CC)COc1cc(Br)c(C)c(Br)c1. (2) Given the product CC(C)(C)OC(=O)N1CCC(F)(CN2C(=O)c3ccccc3C2=O)CC1, predict the reactants needed to synthesize it. The reactants are: CC(C)(C)OC(=O)N1CCC(F)(CO)CC1.O=C1NC(=O)c2ccccc21. (3) Given the product CCCCCCC[N+]12CCC(CC1)C(CCc1ccc(Cl)cc1)C2, predict the reactants needed to synthesize it. The reactants are: CCCCCCC[N+]12CCC(CC1)C(=CCc1ccc(Cl)cc1)C2. (4) Given the product CCC(C)(C)c1ccc(OCC2CO2)c(Cl)c1, predict the reactants needed to synthesize it. The reactants are: CCC(C)(C)c1ccc(O)c(Cl)c1.ClCC1CO1. (5) Given the product CCC12CCC(C)(O)CC1CCc1cc(C(=O)O)ccc12, predict the reactants needed to synthesize it. The reactants are: CCC12CCC(C)(O)CC1CCc1cc(C(=O)OC)ccc12. (6) Given the product COC(=O)c1nccnc1NC(=O)c1ccc(OC)c2ccccc12, predict the reactants needed to synthesize it. The reactants are: COC(=O)c1nccnc1N.COc1ccc(C(=O)Cl)c2ccccc12. (7) The reactants are: COCC(=O)COc1ccc(F)cc1.N. Given the product COCC(N)COc1ccc(F)cc1, predict the reactants needed to synthesize it.